Dataset: Full USPTO retrosynthesis dataset with 1.9M reactions from patents (1976-2016). Task: Predict the reactants needed to synthesize the given product. (1) Given the product [CH2:3]([C:5]1[CH:10]=[C:9]([CH3:11])[CH:8]=[C:7]([CH2:12][CH3:13])[C:6]=1[C:14]1[C:15](=[O:16])[N:17]([CH3:24])[N:18]=[C:19]([CH3:23])[C:20]=1[S:21][CH3:22])[CH3:4], predict the reactants needed to synthesize it. The reactants are: [H-].[Na+].[CH2:3]([C:5]1[CH:10]=[C:9]([CH3:11])[CH:8]=[C:7]([CH2:12][CH3:13])[C:6]=1[C:14](=O)[C:15]([N:17]([CH3:24])[N:18]=[C:19]([CH3:23])[CH2:20][S:21][CH3:22])=[O:16])[CH3:4].O. (2) Given the product [CH3:1][Si:2]([CH:5]([O:15][C:11](=[O:14])[CH:12]=[CH2:13])[Si:7]([CH3:10])([CH3:9])[CH3:8])([CH3:4])[CH3:3], predict the reactants needed to synthesize it. The reactants are: [CH3:1][Si:2]([CH:5]([Si:7]([CH3:10])([CH3:9])[CH3:8])Cl)([CH3:4])[CH3:3].[C:11]([O-:15])(=[O:14])[CH:12]=[CH2:13].[Na+].C1C2NC3C(=CC=CC=3)SC=2C=CC=1.